Predict the reactants needed to synthesize the given product. From a dataset of Retrosynthesis with 50K atom-mapped reactions and 10 reaction types from USPTO. (1) Given the product Cc1noc(NS(=O)(=O)c2cc(Cl)ccc2Cl)c1Br, predict the reactants needed to synthesize it. The reactants are: Cc1noc(N)c1Br.O=S(=O)(Cl)c1cc(Cl)ccc1Cl. (2) Given the product O=C1C(c2c[nH]c3ccccc23)=C(c2c[nH]c3ccccc23)C(=O)N1Cc1ccccc1, predict the reactants needed to synthesize it. The reactants are: NCc1ccccc1.O=C1OC(=O)C(c2c[nH]c3ccccc23)=C1c1c[nH]c2ccccc12. (3) Given the product CCOC(=O)[C@H]1CC[C@H](Oc2cccc(F)c2)CC1, predict the reactants needed to synthesize it. The reactants are: CCOC(=O)[C@H]1CC[C@@H](O)CC1.Oc1cccc(F)c1. (4) Given the product CCNc1ccc2c(c1)C(C)(C)CCC2(C)C, predict the reactants needed to synthesize it. The reactants are: CC(=O)Nc1ccc2c(c1)C(C)(C)CCC2(C)C. (5) Given the product CC(C)(c1ccc(-c2noc(-c3ccc(=O)n(Cc4ccnc(Cl)c4)n3)n2)cc1)C(F)(F)F, predict the reactants needed to synthesize it. The reactants are: CC(C)(c1ccc(-c2noc(-c3ccc(=O)[nH]n3)n2)cc1)C(F)(F)F.CS(=O)(=O)OCc1ccnc(Cl)c1. (6) Given the product CC1(C)O[C@H]2[C@H](n3cnc4c(N)ncc(F)c43)C(F)C[C@H]2O1, predict the reactants needed to synthesize it. The reactants are: CC1(C)O[C@H]2[C@H](n3cnc4c(N)ncc(F)c43)C(F)=C[C@H]2O1. (7) Given the product Cc1ccncc1N1CCN(c2ccc3c(c2)ncn3COCC[Si](C)(C)C)C1=O, predict the reactants needed to synthesize it. The reactants are: C[Si](C)(C)CCOCn1cnc2cc(Br)ccc21.Cc1ccncc1N1CCNC1=O. (8) Given the product Cc1c(C(=O)O)cnn1C(C)c1ccccc1, predict the reactants needed to synthesize it. The reactants are: COC(=O)c1cnn(C(C)c2ccccc2)c1C. (9) Given the product CC(C)(C)c1cc(Br)c(OCc2ccccc2)c(C=O)c1, predict the reactants needed to synthesize it. The reactants are: BrCc1ccccc1.CC(C)(C)c1cc(Br)c(O)c(C=O)c1.